This data is from Forward reaction prediction with 1.9M reactions from USPTO patents (1976-2016). The task is: Predict the product of the given reaction. (1) Given the reactants [BH4-].[Na+].[Cl-].[Ca+2].[Cl-].C([O:8][C:9](=O)[CH2:10][O:11][CH:12]1[CH2:17][CH2:16][N:15]([C:18]([O:20][CH2:21][C:22]2[CH:27]=[CH:26][CH:25]=[CH:24][CH:23]=2)=[O:19])[CH2:14][CH2:13]1)C.[Cl-].[NH4+], predict the reaction product. The product is: [OH:8][CH2:9][CH2:10][O:11][CH:12]1[CH2:17][CH2:16][N:15]([C:18]([O:20][CH2:21][C:22]2[CH:23]=[CH:24][CH:25]=[CH:26][CH:27]=2)=[O:19])[CH2:14][CH2:13]1. (2) Given the reactants Cl[C:2]1[C:11]2[C:6](=[CH:7][CH:8]=[C:9]3[S:14][CH:13]=[CH:12][C:10]3=2)[N:5]=[CH:4][C:3]=1[C:15]([O:17][CH2:18][CH3:19])=[O:16].[CH2:20]([NH2:27])[C:21]1[CH:26]=[CH:25][CH:24]=[CH:23][CH:22]=1, predict the reaction product. The product is: [CH2:20]([NH:27][C:2]1[C:11]2[C:6](=[CH:7][CH:8]=[C:9]3[S:14][CH:13]=[CH:12][C:10]3=2)[N:5]=[CH:4][C:3]=1[C:15]([O:17][CH2:18][CH3:19])=[O:16])[C:21]1[CH:26]=[CH:25][CH:24]=[CH:23][CH:22]=1. (3) Given the reactants [OH:1][C:2]1[CH:3]=[CH:4][C:5]2[N:9]=[C:8]([CH2:10][O:11][C:12]3[CH:13]=[C:14]([CH:19]=[CH:20][CH:21]=3)[C:15]([O:17][CH3:18])=[O:16])[N:7]([CH3:22])[C:6]=2[CH:23]=1.[Cl:24][C:25]1[CH:26]=[C:27]([F:32])[C:28](F)=[N:29][CH:30]=1.N1C2C(=CC=C3C=2N=CC=C3)C=CC=1.C(=O)([O-])[O-].[Cs+].[Cs+], predict the reaction product. The product is: [Cl:24][C:25]1[CH:26]=[C:27]([F:32])[C:28]([O:1][C:2]2[CH:3]=[CH:4][C:5]3[N:9]=[C:8]([CH2:10][O:11][C:12]4[CH:13]=[C:14]([CH:19]=[CH:20][CH:21]=4)[C:15]([O:17][CH3:18])=[O:16])[N:7]([CH3:22])[C:6]=3[CH:23]=2)=[N:29][CH:30]=1. (4) Given the reactants [CH2:1]1[C:10]2[C:5](=[CH:6][CH:7]=[CH:8][CH:9]=2)[CH2:4][CH2:3][N:2]1[CH2:11][CH2:12][CH2:13][CH2:14][O:15][C:16]1[N:25]=[C:24]2[C:19]([CH2:20][CH2:21][C:22](=[O:26])[NH:23]2)=[CH:18][CH:17]=1.[CH3:27]C1C=C2C(CCNC2)=CC=1, predict the reaction product. The product is: [CH3:27][C:8]1[CH:9]=[C:10]2[C:5]([CH2:4][CH2:3][N:2]([CH2:11][CH2:12][CH2:13][CH2:14][O:15][C:16]3[N:25]=[C:24]4[C:19]([CH2:20][CH2:21][C:22](=[O:26])[NH:23]4)=[CH:18][CH:17]=3)[CH2:1]2)=[CH:6][CH:7]=1. (5) Given the reactants [Cl:1][C:2]1[CH:3]=[C:4]([OH:12])[CH:5]=[CH:6][C:7]=1[C:8]([F:11])([F:10])[F:9].C(=O)([O-])[O-].[K+].[K+].CC1C=CC([C:26]2[C:27]([F:37])=[C:28]([CH:32]=[C:33]([Cl:36])[C:34]=2F)[C:29]([O-:31])=[O:30])=CC=1, predict the reaction product. The product is: [Cl:36][C:33]1[C:34]([O:12][C:4]2[CH:5]=[CH:6][C:7]([C:8]([F:10])([F:11])[F:9])=[C:2]([Cl:1])[CH:3]=2)=[CH:26][C:27]([F:37])=[C:28]([CH:32]=1)[C:29]([O:31][C:4]1[CH:5]=[CH:6][C:7]([CH3:8])=[CH:2][CH:3]=1)=[O:30]. (6) Given the reactants C([NH:7][C:8]1[N:9]=[C:10]([O:25][CH2:26][CH3:27])[C:11]2[CH:17]=[C:16]([C:18]3[CH:23]=[CH:22][C:21]([F:24])=[CH:20][CH:19]=3)[CH:15]=[N:14][C:12]=2[N:13]=1)(=O)C(C)(C)C.C([O-])([O-])=O.[K+].[K+], predict the reaction product. The product is: [NH2:7][C:8]1[N:9]=[C:10]([O:25][CH2:26][CH3:27])[C:11]2[CH:17]=[C:16]([C:18]3[CH:19]=[CH:20][C:21]([F:24])=[CH:22][CH:23]=3)[CH:15]=[N:14][C:12]=2[N:13]=1. (7) Given the reactants [H-].[Na+].[C:3](OCC)(=[O:6])[CH2:4][OH:5].[CH2:10]([N:17]1[CH2:22][CH2:21][C:20](=[CH:23][C:24]([O:26][CH2:27][CH3:28])=[O:25])[CH2:19][CH2:18]1)[C:11]1[CH:16]=[CH:15][CH:14]=[CH:13][CH:12]=1.[Cl-].[NH4+].[Cl-].[Na+], predict the reaction product. The product is: [CH2:10]([N:17]1[CH2:22][CH2:21][C:20]2([O:6][CH2:3][C:4](=[O:5])[CH:23]2[C:24]([O:26][CH2:27][CH3:28])=[O:25])[CH2:19][CH2:18]1)[C:11]1[CH:12]=[CH:13][CH:14]=[CH:15][CH:16]=1. (8) Given the reactants [C:1]([C:3]1[CH:4]=[C:5]([CH:21]([CH3:23])[CH3:22])[C:6]2[O:10][C:9]([C:11]3[CH:19]=[CH:18][C:14]([C:15](O)=[O:16])=[CH:13][CH:12]=3)=[N:8][C:7]=2[CH:20]=1)#[N:2].[NH2:24][CH2:25][C@H:26]1[CH2:31][CH2:30][C@H:29]([CH2:32][CH2:33][OH:34])[CH2:28][CH2:27]1, predict the reaction product. The product is: [C:1]([C:3]1[CH:4]=[C:5]([CH:21]([CH3:23])[CH3:22])[C:6]2[O:10][C:9]([C:11]3[CH:19]=[CH:18][C:14]([C:15]([NH:24][CH2:25][C@H:26]4[CH2:31][CH2:30][C@H:29]([CH2:32][CH2:33][OH:34])[CH2:28][CH2:27]4)=[O:16])=[CH:13][CH:12]=3)=[N:8][C:7]=2[CH:20]=1)#[N:2]. (9) Given the reactants [CH3:1][C@@:2]12[C:21](=[O:22])[CH2:20][CH2:19][C@H:3]1[C@H:4]1[C@H:9]([CH2:10][CH2:11]2)[C@:8]([CH2:13][CH2:14][C:15](O)=[O:16])([CH3:12])[C:7](=O)[CH2:6][CH2:5]1.[CH3:23][NH2:24], predict the reaction product. The product is: [CH3:23][N:24]1[C:7]2[C@@:8]([CH3:12])([C@H:9]3[CH2:10][CH2:11][C@@:2]4([CH3:1])[C@@H:3]([CH2:19][CH2:20][C:21]4=[O:22])[C@@H:4]3[CH2:5][CH:6]=2)[CH2:13][CH2:14][C:15]1=[O:16].